This data is from Catalyst prediction with 721,799 reactions and 888 catalyst types from USPTO. The task is: Predict which catalyst facilitates the given reaction. (1) Reactant: [F:1][C:2]1[CH:3]=[C:4]([C:8]2[CH:16]=[CH:15][C:11]([C:12]([OH:14])=O)=[CH:10][N:9]=2)[CH:5]=[CH:6][CH:7]=1.[O:17]1[C:21]2([CH2:26][CH2:25][CH:24]([NH2:27])[CH2:23][CH2:22]2)[O:20][CH2:19][CH2:18]1.C(N(CC)CC)C.CN(C(ON1N=NC2C=CC=CC1=2)=[N+](C)C)C.F[P-](F)(F)(F)(F)F. Product: [O:17]1[C:21]2([CH2:26][CH2:25][CH:24]([NH:27][C:12](=[O:14])[C:11]3[CH:15]=[CH:16][C:8]([C:4]4[CH:5]=[CH:6][CH:7]=[C:2]([F:1])[CH:3]=4)=[N:9][CH:10]=3)[CH2:23][CH2:22]2)[O:20][CH2:19][CH2:18]1. The catalyst class is: 3. (2) Reactant: [F:1][C:2]1[CH:7]=[C:6]([CH3:8])[C:5]([B:9]2[O:13][C:12]([CH3:15])([CH3:14])[C:11]([CH3:17])([CH3:16])[O:10]2)=[CH:4][C:3]=1[NH:18][C:19](=O)[O:20]C(C)=C.[CH3:25][C:26]([CH3:31])([CH3:30])[CH2:27][CH2:28][NH2:29].CN1CCCC1. Product: [CH3:25][C:26]([CH3:31])([CH3:30])[CH2:27][CH2:28][NH:29][C:19]([NH:18][C:3]1[CH:4]=[C:5]([B:9]2[O:10][C:11]([CH3:16])([CH3:17])[C:12]([CH3:15])([CH3:14])[O:13]2)[C:6]([CH3:8])=[CH:7][C:2]=1[F:1])=[O:20]. The catalyst class is: 12. (3) Reactant: [C:1]1([S:7]([N:10]2[CH2:14][CH2:13][CH2:12][C@H:11]2[CH2:15][OH:16])(=[O:9])=[O:8])[CH:6]=[CH:5][CH:4]=[CH:3][CH:2]=1.[OH:17][C:18]1[CH:25]=[CH:24][CH:23]=[C:22](O)[C:19]=1[CH:20]=[O:21].C1C=CC(P(C2C=CC=CC=2)C2C=CC=CC=2)=CC=1.CC(OC(/N=N/C(OC(C)C)=O)=O)C. Product: [OH:17][C:18]1[CH:25]=[CH:24][CH:23]=[C:22]([O:16][CH2:15][C@@H:11]2[CH2:12][CH2:13][CH2:14][N:10]2[S:7]([C:1]2[CH:2]=[CH:3][CH:4]=[CH:5][CH:6]=2)(=[O:8])=[O:9])[C:19]=1[CH:20]=[O:21]. The catalyst class is: 1. (4) Reactant: [Cl:1][C:2]1[CH:3]=[CH:4][C:5]([OH:27])=[C:6]([C:8]2[CH:13]=[CH:12][N:11]=[C:10]([N:14]3[CH2:19][CH2:18][N:17](C(OC(C)(C)C)=O)[CH2:16][CH2:15]3)[N:9]=2)[CH:7]=1.[Cl:28][C:29]1[C:30](F)=[CH:31][C:32]([F:55])=[C:33]([S:35]([N:38](CC2C=CC(OC)=CC=2OC)[C:39]2[S:40][CH:41]=[N:42][N:43]=2)(=[O:37])=[O:36])[CH:34]=1.C(=O)([O-])[O-].[K+].[K+].[F:63][C:64]([F:69])([F:68])[C:65]([OH:67])=[O:66]. Product: [F:63][C:64]([F:69])([F:68])[C:65]([OH:67])=[O:66].[Cl:28][C:29]1[C:30]([O:27][C:5]2[CH:4]=[CH:3][C:2]([Cl:1])=[CH:7][C:6]=2[C:8]2[CH:13]=[CH:12][N:11]=[C:10]([N:14]3[CH2:15][CH2:16][NH:17][CH2:18][CH2:19]3)[N:9]=2)=[CH:31][C:32]([F:55])=[C:33]([S:35]([NH:38][C:39]2[S:40][CH:41]=[N:42][N:43]=2)(=[O:36])=[O:37])[CH:34]=1. The catalyst class is: 58. (5) Reactant: [CH3:1][O:2][C:3]1[CH:15]=[CH:14][C:6]([CH2:7][O:8][CH2:9][C@H:10]([OH:13])[CH2:11][OH:12])=[CH:5][CH:4]=1.[C:16](O)(=[O:34])[CH2:17][CH2:18][CH2:19][CH2:20][CH2:21][CH2:22][CH2:23]/[CH:24]=[CH:25]\[CH2:26][CH2:27][CH2:28][CH2:29][CH2:30][CH2:31][CH2:32][CH3:33].C1CCC(N=C=NC2CCCCC2)CC1.C(Cl)Cl. Product: [C:16]([O:12][CH2:11][C@H:10]([CH2:9][O:8][CH2:7][C:6]1[CH:5]=[CH:4][C:3]([O:2][CH3:1])=[CH:15][CH:14]=1)[OH:13])(=[O:34])[CH2:17][CH2:18][CH2:19][CH2:20][CH2:21][CH2:22][CH2:23]/[CH:24]=[CH:25]\[CH2:26][CH2:27][CH2:28][CH2:29][CH2:30][CH2:31][CH2:32][CH3:33]. The catalyst class is: 142. (6) Reactant: [H-].[Al+3].[Li+].[H-].[H-].[H-].CN(OC)[C:9](=[O:24])[C:10]1[CH:15]=[CH:14][C:13]([N+:16]([O-:18])=[O:17])=[C:12]([NH:19][CH2:20][CH:21]([CH3:23])[CH3:22])[CH:11]=1. Product: [CH2:20]([NH:19][C:12]1[CH:11]=[C:10]([CH:15]=[CH:14][C:13]=1[N+:16]([O-:18])=[O:17])[CH:9]=[O:24])[CH:21]([CH3:23])[CH3:22]. The catalyst class is: 7. (7) Product: [C:53]([OH:59])([C:55]([F:58])([F:57])[F:56])=[O:54].[C@@H:9]12[CH2:10][C@@H:11]1[CH2:12][C@@H:13]([C:14]1[NH:18][CH:17]=[C:16]([C:19]3[CH:20]=[C:21]4[C:26](=[CH:27][CH:28]=3)[CH:25]=[C:24]([C:29]3[CH:34]=[CH:33][C:32]([C:35]5[N:39]=[C:38]([C@@H:40]6[CH2:45][C@@H:44]7[C@@H:42]([CH2:43]7)[NH:41]6)[NH:37][CH:36]=5)=[CH:31][CH:30]=3)[CH:23]=[CH:22]4)[N:15]=1)[NH:8]2. The catalyst class is: 2. Reactant: C(OC([N:8]1[C@H:13]([C:14]2[NH:15][C:16]([C:19]3[CH:20]=[C:21]4[C:26](=[CH:27][CH:28]=3)[CH:25]=[C:24]([C:29]3[CH:34]=[CH:33][C:32]([C:35]5[NH:39][C:38]([C@@H:40]6[CH2:45][C@@H:44]7[C@@H:42]([CH2:43]7)[N:41]6C(OC(C)(C)C)=O)=[N:37][CH:36]=5)=[CH:31][CH:30]=3)[CH:23]=[CH:22]4)=[CH:17][N:18]=2)[CH2:12][C@@H:11]2[C@H:9]1[CH2:10]2)=O)(C)(C)C.[C:53]([OH:59])([C:55]([F:58])([F:57])[F:56])=[O:54].